This data is from Peptide-MHC class I binding affinity with 185,985 pairs from IEDB/IMGT. The task is: Regression. Given a peptide amino acid sequence and an MHC pseudo amino acid sequence, predict their binding affinity value. This is MHC class I binding data. The binding affinity (normalized) is 0.0847. The MHC is HLA-A24:03 with pseudo-sequence HLA-A24:03. The peptide sequence is FKYDSTKPL.